From a dataset of Forward reaction prediction with 1.9M reactions from USPTO patents (1976-2016). Predict the product of the given reaction. (1) Given the reactants Cl.[Cl:2][C:3]1[C:8]([Cl:9])=[CH:7][CH:6]=[CH:5][C:4]=1[NH:10][C:11]1[C:20]2[C:15](=[CH:16][C:17]([O:27][CH2:28][CH3:29])=[C:18]([N:21]3[CH2:26][CH2:25][NH:24][CH2:23][CH2:22]3)[CH:19]=2)[N:14]=[CH:13][C:12]=1[C:30]([NH2:32])=[O:31].[C:33](O)(=[O:36])[CH2:34][OH:35].CN(C(ON1N=NC2C=CC=NC1=2)=[N+](C)C)C.F[P-](F)(F)(F)(F)F.CCN(C(C)C)C(C)C, predict the reaction product. The product is: [Cl:2][C:3]1[C:8]([Cl:9])=[CH:7][CH:6]=[CH:5][C:4]=1[NH:10][C:11]1[C:20]2[C:15](=[CH:16][C:17]([O:27][CH2:28][CH3:29])=[C:18]([N:21]3[CH2:22][CH2:23][N:24]([C:34](=[O:35])[CH2:33][OH:36])[CH2:25][CH2:26]3)[CH:19]=2)[N:14]=[CH:13][C:12]=1[C:30]([NH2:32])=[O:31]. (2) Given the reactants [CH3:1][O:2][CH2:3][CH:4]([OH:6])[CH3:5].[N+](=[CH:9][C:10]([O:12][CH2:13][CH3:14])=[O:11])=[N-], predict the reaction product. The product is: [CH2:13]([O:12][C:10](=[O:11])[CH2:9][O:6][CH:4]([CH3:5])[CH2:3][O:2][CH3:1])[CH3:14]. (3) Given the reactants [CH3:1][C:2]([CH3:7])([CH3:6])[C:3](Cl)=[O:4].[CH3:8][O:9][C:10]1[CH:16]=[CH:15][C:13]([NH2:14])=[C:12]([CH3:17])[CH:11]=1.CCN(C(C)C)C(C)C, predict the reaction product. The product is: [CH3:8][O:9][C:10]1[CH:16]=[CH:15][C:13]([NH:14][C:3](=[O:4])[C:2]([CH3:7])([CH3:6])[CH3:1])=[C:12]([CH3:17])[CH:11]=1. (4) Given the reactants [OH:1][CH2:2][C:3]1[S:4][C:5]([C:14]([F:17])([F:16])[F:15])=[C:6]([C:8]2[CH:13]=[CH:12][CH:11]=[CH:10][CH:9]=2)[CH:7]=1.O[C:19]1[CH:20]=[C:21]2[C:25](=[CH:26][CH:27]=1)[C:24](=[O:28])[CH2:23][CH2:22]2.C1(P(C2C=CC=CC=2)C2C=CC=CC=2)C=CC=CC=1.CCOC(/N=N/C(OCC)=O)=O, predict the reaction product. The product is: [C:8]1([C:6]2[CH:7]=[C:3]([CH2:2][O:1][C:19]3[CH:20]=[C:21]4[C:25](=[CH:26][CH:27]=3)[C:24](=[O:28])[CH2:23][CH2:22]4)[S:4][C:5]=2[C:14]([F:17])([F:15])[F:16])[CH:13]=[CH:12][CH:11]=[CH:10][CH:9]=1. (5) Given the reactants CC([N:5]([CH2:9][CH2:10][CH2:11][NH:12][S:13]([C:16]1[CH:21]=[CH:20][C:19]([C:22]2[CH:27]=[CH:26][N:25]=[C:24]3[NH:28][C:29]([CH2:31][C:32]([NH2:34])=[O:33])=[CH:30][C:23]=23)=[CH:18][CH:17]=1)(=[O:15])=[O:14])C(=O)[O-])(C)C.C(Cl)Cl.[C:38]([OH:44])([C:40]([F:43])([F:42])[F:41])=[O:39], predict the reaction product. The product is: [F:41][C:40]([F:43])([F:42])[C:38]([OH:44])=[O:39].[F:41][C:40]([F:43])([F:42])[C:38]([OH:44])=[O:39].[NH2:5][CH2:9][CH2:10][CH2:11][NH:12][S:13]([C:16]1[CH:21]=[CH:20][C:19]([C:22]2[CH:27]=[CH:26][N:25]=[C:24]3[NH:28][C:29]([CH2:31][C:32]([NH2:34])=[O:33])=[CH:30][C:23]=23)=[CH:18][CH:17]=1)(=[O:15])=[O:14]. (6) The product is: [C:17]1([C:8]2[C:9]([C:11]3[CH:12]=[N:13][CH:14]=[CH:15][CH:16]=3)=[N:10][C:5](=[O:23])[NH:6][N:7]=2)[CH:22]=[CH:21][CH:20]=[CH:19][CH:18]=1. Given the reactants CS([C:5]1[N:6]=[N:7][C:8]([C:17]2[CH:22]=[CH:21][CH:20]=[CH:19][CH:18]=2)=[C:9]([C:11]2[CH:12]=[N:13][CH:14]=[CH:15][CH:16]=2)[N:10]=1)(=O)=O.[OH-:23].[K+].Cl, predict the reaction product. (7) Given the reactants Br[C:2]1[C:3]([NH2:10])=[N:4][C:5]([Cl:9])=[C:6]([Br:8])[N:7]=1.[OH-].[Na+].[OH:13][CH2:14][C@@H:15]1[CH2:19][CH2:18][N:17]([C:20]([O:22][C:23]([CH3:26])([CH3:25])[CH3:24])=[O:21])[CH2:16]1, predict the reaction product. The product is: [NH2:10][C:3]1[C:2]([O:13][CH2:14][C@@H:15]2[CH2:19][CH2:18][N:17]([C:20]([O:22][C:23]([CH3:26])([CH3:25])[CH3:24])=[O:21])[CH2:16]2)=[N:7][C:6]([Br:8])=[C:5]([Cl:9])[N:4]=1. (8) Given the reactants [Br:1][C:2]1[CH:3]=[C:4](/[C:8](=[CH:11]/[C:12]2[CH:17]=[CH:16][CH:15]=[CH:14][CH:13]=2)/[C:9]#[N:10])[CH:5]=[CH:6][CH:7]=1.[N+]([CH2:20][C:21]([O:23][CH3:24])=[O:22])#[C-].CC(C)([O-])C.[K+].[Cl-].[NH4+], predict the reaction product. The product is: [Br:1][C:2]1[CH:3]=[C:4]([C:8]2[C:11]([C:12]3[CH:17]=[CH:16][CH:15]=[CH:14][CH:13]=3)=[C:20]([C:21]([O:23][CH3:24])=[O:22])[NH:10][CH:9]=2)[CH:5]=[CH:6][CH:7]=1. (9) Given the reactants [CH3:1][N:2]1[C:6]([O:7][CH3:8])=[C:5]([CH3:9])[C:4]([C:10]2[CH:15]=[CH:14][C:13]([O:16]C(C)C)=[C:12]([Cl:20])[CH:11]=2)=[N:3]1.CN1C(OC)=C(C)C(C2C=CC(OC(C)C)=C(C)C=2)=N1, predict the reaction product. The product is: [Cl:20][C:12]1[CH:11]=[C:10]([C:4]2[C:5]([CH3:9])=[C:6]([O:7][CH3:8])[N:2]([CH3:1])[N:3]=2)[CH:15]=[CH:14][C:13]=1[OH:16]. (10) Given the reactants I[C:2]1[CH:3]=[CH:4][C:5]2[N:6]([CH:8]=[C:9]([C:11]([NH:13][CH3:14])=[O:12])[N:10]=2)[N:7]=1.C(=O)([O-])[O-].[K+].[K+].[NH2:21][C:22]1[CH:23]=[C:24]([OH:28])[CH:25]=[CH:26][CH:27]=1, predict the reaction product. The product is: [NH2:21][C:22]1[CH:23]=[C:24]([CH:25]=[CH:26][CH:27]=1)[O:28][C:2]1[CH:3]=[CH:4][C:5]2[N:6]([CH:8]=[C:9]([C:11]([NH:13][CH3:14])=[O:12])[N:10]=2)[N:7]=1.